This data is from Catalyst prediction with 721,799 reactions and 888 catalyst types from USPTO. The task is: Predict which catalyst facilitates the given reaction. (1) Reactant: [CH2:1]([O:8][CH:9]1[CH2:12][C:11](=[O:13])[CH2:10]1)[C:2]1[CH:7]=[CH:6][CH:5]=[CH:4][CH:3]=1.[BH4-].[Na+]. Product: [CH2:1]([O:8][C@@H:9]1[CH2:12][C@H:11]([OH:13])[CH2:10]1)[C:2]1[CH:7]=[CH:6][CH:5]=[CH:4][CH:3]=1. The catalyst class is: 8. (2) Reactant: [CH2:1]([O:3][C:4]1([CH2:15][OH:16])[CH2:9][O:8][C:7]([O:12][CH2:13][CH3:14])([CH2:10][OH:11])[CH2:6][O:5]1)[CH3:2].[OH-].[K+].Br[CH2:20][CH2:21][CH2:22][CH2:23][CH2:24][CH2:25][CH3:26].O. Product: [CH2:1]([O:3][C:4]1([CH2:15][O:16][CH2:20][CH2:21][CH2:22][CH2:23][CH2:24][CH2:25][CH3:26])[CH2:9][O:8][C:7]([O:12][CH2:13][CH3:14])([CH2:10][O:11][CH2:20][CH2:21][CH2:22][CH2:23][CH2:24][CH2:25][CH3:26])[CH2:6][O:5]1)[CH3:2]. The catalyst class is: 11. (3) Product: [CH2:27]([O:3][CH2:4][CH2:5][CH2:6][O:12][C:11]1[C:4]([OH:3])=[C:5]([CH:8]=[CH:9][CH:10]=1)[CH:6]=[O:7])[C:28]1[CH:29]=[CH:30][CH:31]=[CH:32][CH:33]=1. Reactant: [H-].[Na+].[OH:3][C:4]1[C:11]([OH:12])=[CH:10][CH:9]=[CH:8][C:5]=1[CH:6]=[O:7].[CH2:27](C(Br)CCOCCC(Br)[CH2:27][C:28]1[CH:33]=[CH:32][CH:31]=[CH:30][CH:29]=1)[C:28]1[CH:33]=[CH:32][CH:31]=[CH:30][CH:29]=1.Cl. The catalyst class is: 16. (4) Reactant: Cl[C:2]1[C:11]2[C:6](=[CH:7][C:8]([O:14][CH3:15])=[C:9]([O:12][CH3:13])[CH:10]=2)[N:5]=[CH:4][CH:3]=1.[OH:16][C:17]1[CH:24]=[CH:23][C:22]([O:25][CH3:26])=[CH:21][C:18]=1[CH:19]=[O:20]. Product: [CH3:13][O:12][C:9]1[CH:10]=[C:11]2[C:6](=[CH:7][C:8]=1[O:14][CH3:15])[N:5]=[CH:4][CH:3]=[C:2]2[O:16][C:17]1[CH:24]=[CH:23][C:22]([O:25][CH3:26])=[CH:21][C:18]=1[CH:19]=[O:20]. The catalyst class is: 420. (5) Reactant: [F:1][C:2]1[CH:3]=[C:4]([CH:9]2[CH2:14][CH2:13][N:12]([C:15]([O:17][CH2:18][C:19]3[CH:24]=[CH:23][CH:22]=[CH:21][CH:20]=3)=[O:16])[CH2:11][CH:10]2[C:25]([O:27]C)=[O:26])[CH:5]=[CH:6][C:7]=1[CH3:8].[Li+].[OH-].C(O)(=O)C. Product: [CH2:18]([O:17][C:15]([N:12]1[CH2:13][CH2:14][CH:9]([C:4]2[CH:5]=[CH:6][C:7]([CH3:8])=[C:2]([F:1])[CH:3]=2)[CH:10]([C:25]([OH:27])=[O:26])[CH2:11]1)=[O:16])[C:19]1[CH:24]=[CH:23][CH:22]=[CH:21][CH:20]=1. The catalyst class is: 90.